Task: Predict which catalyst facilitates the given reaction.. Dataset: Catalyst prediction with 721,799 reactions and 888 catalyst types from USPTO (1) Reactant: [CH:1]1([C:4]2[CH2:5][CH:6]3[CH:12]=[N:11][C:10]4[CH:13]=[C:14]([O:19][CH2:20][CH2:21][CH2:22][O:23][C:24]5[C:25]([O:64][CH3:65])=[CH:26][C:27]6[C:33](=[O:34])[N:32]7[CH:35]=[C:36]([C:38]8[CH:43]=[CH:42][C:41]([NH:44][C:45](=[O:62])[C@@H:46]([NH:48][C:49](=[O:61])[C@@H:50]([NH:54]C(=O)OCC=C)[CH:51]([CH3:53])[CH3:52])[CH3:47])=[CH:40][CH:39]=8)[CH2:37][CH:31]7[CH:30]=[N:29][C:28]=6[CH:63]=5)[C:15]([O:17][CH3:18])=[CH:16][C:9]=4[C:8](=[O:66])[N:7]3[CH:67]=2)[CH2:3][CH2:2]1.N1CCCC1. Product: [NH2:54][C@@H:50]([CH:51]([CH3:53])[CH3:52])[C:49]([NH:48][C@@H:46]([CH3:47])[C:45]([NH:44][C:41]1[CH:40]=[CH:39][C:38]([C:36]2[CH2:37][CH:31]3[CH:30]=[N:29][C:28]4[CH:63]=[C:24]([O:23][CH2:22][CH2:21][CH2:20][O:19][C:14]5[C:15]([O:17][CH3:18])=[CH:16][C:9]6[C:8](=[O:66])[N:7]7[CH:67]=[C:4]([CH:1]8[CH2:3][CH2:2]8)[CH2:5][CH:6]7[CH:12]=[N:11][C:10]=6[CH:13]=5)[C:25]([O:64][CH3:65])=[CH:26][C:27]=4[C:33](=[O:34])[N:32]3[CH:35]=2)=[CH:43][CH:42]=1)=[O:62])=[O:61]. The catalyst class is: 532. (2) Reactant: C[O:2][C:3]1[CH:16]=[C:15]2[C:17]3=[C:18]4[C:8]([CH:9]=[CH:10][CH:11]=[C:12]4[CH:13]=[CH:14]2)=[CH:7][CH:6]=[C:5]3[C:4]=1[C:19]([C:21]1[CH:26]=[CH:25][CH:24]=[CH:23][C:22]=1[C:27]([C:29]1[C:42]2[C:43]3=[C:44]4[C:39](=[CH:40][CH:41]=2)[CH:38]=[CH:37][CH:36]=[C:35]4[CH:34]=[CH:33][C:32]3=[CH:31][C:30]=1[O:45]C)=[O:28])=[O:20].C(S)CCCCCCCCCCC.[OH-].[K+].Cl. Product: [OH:2][C:3]1[CH:16]=[C:15]2[C:17]3=[C:18]4[C:8]([CH:9]=[CH:10][CH:11]=[C:12]4[CH:13]=[CH:14]2)=[CH:7][CH:6]=[C:5]3[C:4]=1[C:19]([C:21]1[CH:26]=[CH:25][CH:24]=[CH:23][C:22]=1[C:27]([C:29]1[C:42]2[C:43]3=[C:44]4[C:39](=[CH:40][CH:41]=2)[CH:38]=[CH:37][CH:36]=[C:35]4[CH:34]=[CH:33][C:32]3=[CH:31][C:30]=1[OH:45])=[O:28])=[O:20]. The catalyst class is: 9.